Dataset: Reaction yield outcomes from USPTO patents with 853,638 reactions. Task: Predict the reaction yield, written as a fraction of the theoretical maximum amount of product (1.0 means a 100% yield; for example, 0.34 means a 34% yield). (1) The reactants are C[O:2][C:3]([C:5]1[CH:10]=[CH:9][C:8]([C:11]2[C:12]3[NH:16][C:15]([C:17]([C:54]4[C:59]([CH3:60])=[CH:58][C:57]([CH3:61])=[CH:56][C:55]=4[CH3:62])=[C:18]4[N:53]=[C:21]([C:22]([C:43]5[CH:48]=[CH:47][C:46]([C:49](OC)=[O:50])=[CH:45][CH:44]=5)=[C:23]5[NH:42][C:26](=[C:27]([C:33]6[C:38]([CH3:39])=[CH:37][C:36]([CH3:40])=[CH:35][C:34]=6[CH3:41])[C:28]6[CH:29]=[CH:30][C:31]=2[N:32]=6)[CH:25]=[CH:24]5)[CH:20]=[CH:19]4)=[CH:14][CH:13]=3)=[CH:7][CH:6]=1)=O.[H-].[H-].[H-].[H-].[Li+].[Al+3]. The catalyst is C1COCC1. The product is [OH:2][CH2:3][C:5]1[CH:10]=[CH:9][C:8]([C:11]2[C:12]3[NH:16][C:15]([C:17]([C:54]4[C:59]([CH3:60])=[CH:58][C:57]([CH3:61])=[CH:56][C:55]=4[CH3:62])=[C:18]4[N:53]=[C:21]([C:22]([C:43]5[CH:48]=[CH:47][C:46]([CH2:49][OH:50])=[CH:45][CH:44]=5)=[C:23]5[NH:42][C:26](=[C:27]([C:33]6[C:34]([CH3:41])=[CH:35][C:36]([CH3:40])=[CH:37][C:38]=6[CH3:39])[C:28]6[CH:29]=[CH:30][C:31]=2[N:32]=6)[CH:25]=[CH:24]5)[CH:20]=[CH:19]4)=[CH:14][CH:13]=3)=[CH:7][CH:6]=1. The yield is 0.890. (2) The reactants are [F:1][C:2]1[CH:15]=[CH:14][CH:13]=[C:12]([F:16])[C:3]=1[O:4][C:5]1[CH:11]=[CH:10][C:8](N)=[CH:7][CH:6]=1.Cl.N([O-])=O.[Na+].[Na+].[I-:23]. The catalyst is O. The product is [F:1][C:2]1[CH:15]=[CH:14][CH:13]=[C:12]([F:16])[C:3]=1[O:4][C:5]1[CH:11]=[CH:10][C:8]([I:23])=[CH:7][CH:6]=1. The yield is 0.770. (3) The reactants are [CH3:1][O:2][C:3](/[CH:5]=[CH:6]/[C:7]([O:9][CH:10]([CH3:14])C(O)=O)=[O:8])=[O:4].C(Cl)(=O)[C:16](Cl)=[O:17].[CH2:21]([O:23][C:24](=[O:34])[CH2:25][NH:26][CH2:27][C:28]1[CH:33]=[CH:32][CH:31]=[CH:30][CH:29]=1)[CH3:22].C(N(C(C)C)CC)(C)C. The catalyst is ClCCl.CN(C1C=CN=CC=1)C.CN(C)C=O. The product is [C:7]([O:9][CH2:10][CH2:14][C:16](=[O:17])[N:26]([CH2:25][C:24]([O:23][CH2:21][CH3:22])=[O:34])[CH2:27][C:28]1[CH:33]=[CH:32][CH:31]=[CH:30][CH:29]=1)(=[O:8])/[CH:6]=[CH:5]/[C:3]([O:2][CH3:1])=[O:4]. The yield is 0.330. (4) The reactants are [Si:1]([O:8][C@@H:9]1[C@@H:14]([CH3:15])[CH2:13][N:12]([C:16]2[CH:21]=[CH:20][N:19]=[CH:18][C:17]=2[N+:22]([O-])=O)[CH2:11][C@H:10]1[NH:25][C:26](=[O:32])[O:27][C:28]([CH3:31])([CH3:30])[CH3:29])([C:4]([CH3:7])([CH3:6])[CH3:5])([CH3:3])[CH3:2].CC(O)=O. The catalyst is CCOC(C)=O.[Fe]. The product is [NH2:22][C:17]1[CH:18]=[N:19][CH:20]=[CH:21][C:16]=1[N:12]1[CH2:13][C@H:14]([CH3:15])[C@@H:9]([O:8][Si:1]([C:4]([CH3:7])([CH3:6])[CH3:5])([CH3:3])[CH3:2])[C@H:10]([NH:25][C:26](=[O:32])[O:27][C:28]([CH3:31])([CH3:30])[CH3:29])[CH2:11]1. The yield is 0.470. (5) The reactants are [S:1]1[C:5]([C:6](=[O:23])[CH2:7][O:8][C:9]([CH:11]2[CH2:15][CH2:14][CH2:13][N:12]2[C:16]([O:18][C:19]([CH3:22])([CH3:21])[CH3:20])=[O:17])=[O:10])=[CH:4][CH:3]2[S:24][CH:25]=[CH:26][CH:2]12.[Br:27]N1C(=O)CCC1=O. The catalyst is CN(C=O)C.CCOC(C)=O. The product is [C:19]([O:18][C:16]([N:12]1[CH2:13][CH2:14][CH2:15][CH:11]1[C:9]([O:8][CH2:7][C:6]([C:5]1[S:1][CH:2]2[CH:26]=[C:25]([Br:27])[S:24][CH:3]2[CH:4]=1)=[O:23])=[O:10])=[O:17])([CH3:20])([CH3:21])[CH3:22]. The yield is 0.660. (6) The reactants are [Cl:1][C:2]1[CH:10]=[CH:9][C:8]([Cl:11])=[CH:7][C:3]=1[C:4](Cl)=[O:5].[CH2:12]([NH2:14])[CH3:13]. No catalyst specified. The product is [CH2:12]([NH:14][C:4](=[O:5])[C:3]1[CH:7]=[C:8]([Cl:11])[CH:9]=[CH:10][C:2]=1[Cl:1])[CH3:13]. The yield is 0.850.